The task is: Predict which catalyst facilitates the given reaction.. This data is from Catalyst prediction with 721,799 reactions and 888 catalyst types from USPTO. (1) Reactant: [NH2:1][C:2]1[CH:10]=[CH:9][C:8]([Cl:11])=[CH:7][C:3]=1[C:4]([NH2:6])=[O:5].C[C:13](O)=[O:14].[O-]C#N.[Na+].[OH-].[Na+]. Product: [Cl:11][C:8]1[CH:7]=[C:3]2[C:2](=[CH:10][CH:9]=1)[N:1]=[C:13]([OH:14])[N:6]=[C:4]2[OH:5]. The catalyst class is: 6. (2) Reactant: B(F)(F)F.CSC.C[O:9][C:10]1[CH:11]=[C:12]([C:17]2[N:21]([CH2:22][C:23]#[N:24])[N:20]=[CH:19][C:18]=2[C:25]2[CH:30]=[CH:29][N:28]=[C:27]([C:31]3[CH:36]=[CH:35][C:34]([N:37]([CH3:39])[CH3:38])=[CH:33][CH:32]=3)[CH:26]=2)[CH:13]=[C:14]([CH3:16])[CH:15]=1. The catalyst class is: 4. Product: [OH:9][C:10]1[CH:11]=[C:12]([C:17]2[N:21]([CH2:22][C:23]#[N:24])[N:20]=[CH:19][C:18]=2[C:25]2[CH:30]=[CH:29][N:28]=[C:27]([C:31]3[CH:32]=[CH:33][C:34]([N:37]([CH3:38])[CH3:39])=[CH:35][CH:36]=3)[CH:26]=2)[CH:13]=[C:14]([CH3:16])[CH:15]=1.